This data is from Catalyst prediction with 721,799 reactions and 888 catalyst types from USPTO. The task is: Predict which catalyst facilitates the given reaction. (1) Reactant: [S:1]1[C:9]2[C:4](=[N:5][CH:6]=[CH:7][C:8]=2O)[CH:3]=[CH:2]1.O=P(Cl)(Cl)[Cl:13]. Product: [Cl:13][C:8]1[CH:7]=[CH:6][N:5]=[C:4]2[CH:3]=[CH:2][S:1][C:9]=12. The catalyst class is: 68. (2) Reactant: [N:1]1([C:5]2[CH:10]=[C:9]([CH2:11][O:12][CH2:13][C:14]([F:17])([F:16])[F:15])[N:8]=[C:7](Cl)[N:6]=2)[CH2:4][CH2:3][CH2:2]1.[CH3:19][O:20][C:21]1[CH:22]=[C:23]([CH:25]=[CH:26][C:27]=1[N:28]1[CH:32]=[C:31]([CH3:33])[N:30]=[CH:29]1)[NH2:24].C(=O)([O-])[O-].[Cs+].[Cs+].C1(P(C2CCCCC2)C2C=CC=CC=2C2C=CC=CC=2)CCCCC1. Product: [N:1]1([C:5]2[CH:10]=[C:9]([CH2:11][O:12][CH2:13][C:14]([F:17])([F:16])[F:15])[N:8]=[C:7]([NH:24][C:23]3[CH:25]=[CH:26][C:27]([N:28]4[CH:32]=[C:31]([CH3:33])[N:30]=[CH:29]4)=[C:21]([O:20][CH3:19])[CH:22]=3)[N:6]=2)[CH2:4][CH2:3][CH2:2]1. The catalyst class is: 160.